This data is from HIV replication inhibition screening data with 41,000+ compounds from the AIDS Antiviral Screen. The task is: Binary Classification. Given a drug SMILES string, predict its activity (active/inactive) in a high-throughput screening assay against a specified biological target. (1) The drug is CC(=O)NC1C(OCC(=O)NC(C)C(=O)NC(CCC(=O)NCCCCCNc2ccc([N+](=O)[O-])c3[nH]c4ccccc4c(=O)c23)C(N)=O)C(O)C(CO)OC1(C)OCc1ccccc1. The result is 0 (inactive). (2) The compound is O=C1N=C(NN=Cc2ccccc2)C2(CCCCC2)O1. The result is 0 (inactive). (3) The compound is COC(=O)N(CO)CO. The result is 0 (inactive). (4) The drug is N#CCCC(CCC#N)(CCC#N)NO. The result is 0 (inactive). (5) The drug is N#CC(C(=O)CCC(=O)Nc1cccc(Cl)c1)c1ccccc1. The result is 0 (inactive). (6) The drug is CC(=O)Nc1ccc(C=C2SC(=S)N(C=C(C#N)S(=O)(=O)c3ccc(C)cc3)C2=O)cc1. The result is 0 (inactive). (7) The molecule is CS(=O)(=O)OCC1OC2OC3(CCCCC3)OC2C1OCc1ccccc1. The result is 0 (inactive).